Dataset: Catalyst prediction with 721,799 reactions and 888 catalyst types from USPTO. Task: Predict which catalyst facilitates the given reaction. (1) Reactant: [BH4-].[Na+].[CH3:3][O:4][CH2:5][CH2:6][C:7](=[O:15])[C:8]([O:10][C:11]([CH3:14])([CH3:13])[CH3:12])=[O:9].O.Cl. Product: [OH:15][CH:7]([CH2:6][CH2:5][O:4][CH3:3])[C:8]([O:10][C:11]([CH3:12])([CH3:13])[CH3:14])=[O:9]. The catalyst class is: 5. (2) Reactant: OC[C@@H](N[C:11](=[O:25])[C@@:12]([CH3:24])([C:18]1[CH:23]=[CH:22][CH:21]=[CH:20][CH:19]=1)[CH2:13][CH2:14][CH:15]([CH3:17])[CH3:16])C1C=CC=CC=1.S(=O)(=O)(O)[OH:27]. Product: [CH3:24][C@@:12]([C:18]1[CH:19]=[CH:20][CH:21]=[CH:22][CH:23]=1)([CH2:13][CH2:14][CH:15]([CH3:16])[CH3:17])[C:11]([OH:25])=[O:27]. The catalyst class is: 12. (3) Reactant: [CH3:1][C:2]1[N:3]([CH2:18][C:19]([O:21][CH3:22])=[O:20])[C:4]2[C:9]([C:10]=1[C:11]1[CH:16]=[CH:15][C:14](=[O:17])[NH:13][CH:12]=1)=[CH:8][CH:7]=[CH:6][CH:5]=2.C(=O)([O-])[O-].[K+].[K+].CN(C=O)C.Br[CH:35]([CH3:37])[CH3:36]. Product: [CH:35]([N:13]1[C:14](=[O:17])[CH:15]=[CH:16][C:11]([C:10]2[C:9]3[C:4](=[CH:5][CH:6]=[CH:7][CH:8]=3)[N:3]([CH2:18][C:19]([O:21][CH3:22])=[O:20])[C:2]=2[CH3:1])=[CH:12]1)([CH3:37])[CH3:36]. The catalyst class is: 25. (4) Reactant: [CH:1]1([O:32][P:33]([OH:36])([OH:35])=[O:34])[CH:6]([O:7][P:8]([OH:11])([OH:10])=[O:9])[CH:5]([O:12][P:13]([OH:16])([OH:15])=[O:14])[CH:4]([O:17][P:18]([OH:21])([OH:20])=[O:19])[CH:3]([O:22][P:23]([OH:26])([OH:25])=[O:24])[CH:2]1[O:27][P:28]([OH:31])([OH:30])=[O:29]. Product: [C@@H:3]1([O:22][P:23]([OH:26])([OH:25])=[O:24])[C@@H:4]([O:17][P:18]([OH:20])([OH:21])=[O:19])[C@H:5]([O:12][P:13]([OH:15])([OH:16])=[O:14])[C@@H:6]([O:7][P:8]([OH:11])([OH:10])=[O:9])[C@@H:1]([O:32][P:33]([OH:36])([OH:35])=[O:34])[C@H:2]1[O:27][P:28]([OH:30])([OH:31])=[O:29]. The catalyst class is: 6. (5) Reactant: [C:1]([O:5][C:6](=[O:19])[NH:7][CH2:8][CH2:9][CH2:10][CH2:11][C:12]1[CH:17]=[CH:16][C:15]([NH2:18])=[CH:14][CH:13]=1)([CH3:4])([CH3:3])[CH3:2].[CH2:20]([O:22][C:23](=[O:28])[CH2:24][CH2:25][CH2:26]Br)[CH3:21].CN1CCOCC1. Product: [CH2:20]([O:22][C:23](=[O:28])[CH2:24][CH2:25][CH2:26][NH:18][C:15]1[CH:14]=[CH:13][C:12]([CH2:11][CH2:10][CH2:9][CH2:8][NH:7][C:6]([O:5][C:1]([CH3:4])([CH3:2])[CH3:3])=[O:19])=[CH:17][CH:16]=1)[CH3:21]. The catalyst class is: 3. (6) Reactant: [Cl:1][C:2]1[CH:7]=[CH:6][C:5]([F:8])=[CH:4][C:3]=1[C@H:9]1[CH2:13][CH2:12][CH2:11][N:10]1[C:14]1[CH:19]=[CH:18][N:17]2[N:20]=[CH:21][C:22]([NH2:23])=[C:16]2[N:15]=1.C1N=CN([C:29](N2C=NC=C2)=[O:30])C=1.Cl.[CH3:37][C:38]1([OH:42])[CH2:41][NH:40][CH2:39]1.COC1CNC1.CCN(C(C)C)C(C)C. Product: [Cl:1][C:2]1[CH:7]=[CH:6][C:5]([F:8])=[CH:4][C:3]=1[C@H:9]1[CH2:13][CH2:12][CH2:11][N:10]1[C:14]1[CH:19]=[CH:18][N:17]2[N:20]=[CH:21][C:22]([NH:23][C:29]([N:40]3[CH2:41][C:38]([OH:42])([CH3:37])[CH2:39]3)=[O:30])=[C:16]2[N:15]=1. The catalyst class is: 2. (7) Product: [ClH:67].[ClH:72].[NH2:8][C@@H:9]([CH3:71])[C:10]([NH:12][CH2:13][CH2:14][C:15]([O:17][CH2:18][C@@H:19]([O:20][C:21](=[O:37])[CH2:22][CH2:23][NH:24][C:25](=[O:36])[C@@H:26]([NH2:27])[CH3:35])[CH2:38][O:39][C:40]1[CH:45]=[CH:44][C:43]([C:46]2[C:51]([C:52]#[N:53])=[C:50]([S:54][CH2:55][C:56]3[N:57]=[C:58]([C:61]4[CH:62]=[CH:63][C:64]([Cl:67])=[CH:65][CH:66]=4)[O:59][CH:60]=3)[N:49]=[C:48]([NH2:68])[C:47]=2[C:69]#[N:70])=[CH:42][CH:41]=1)=[O:16])=[O:11]. Reactant: C(OC([NH:8][C@@H:9]([CH3:71])[C:10]([NH:12][CH2:13][CH2:14][C:15]([O:17][CH2:18][C@H:19]([CH2:38][O:39][C:40]1[CH:45]=[CH:44][C:43]([C:46]2[C:51]([C:52]#[N:53])=[C:50]([S:54][CH2:55][C:56]3[N:57]=[C:58]([C:61]4[CH:66]=[CH:65][C:64]([Cl:67])=[CH:63][CH:62]=4)[O:59][CH:60]=3)[N:49]=[C:48]([NH2:68])[C:47]=2[C:69]#[N:70])=[CH:42][CH:41]=1)[O:20][C:21](=[O:37])[CH2:22][CH2:23][NH:24][C:25](=[O:36])[C@H:26]([CH3:35])[NH:27]C(=O)OC(C)(C)C)=[O:16])=[O:11])=O)(C)(C)C.[ClH:72]. The catalyst class is: 4.